From a dataset of Full USPTO retrosynthesis dataset with 1.9M reactions from patents (1976-2016). Predict the reactants needed to synthesize the given product. (1) Given the product [Br:2][C:3]1[C:7]2=[N:8][CH:9]=[C:10]([C:12]([N:28]3[CH2:27][CH2:26][C:25]4([CH2:24][C:23](=[O:34])[C:22]5[C:32](=[CH:33][N:20]([C:16]([CH3:19])([CH3:18])[CH3:17])[N:21]=5)[CH2:31]4)[CH2:30][CH2:29]3)=[O:14])[CH:11]=[C:6]2[NH:5][CH:4]=1, predict the reactants needed to synthesize it. The reactants are: Cl.[Br:2][C:3]1[C:7]2=[N:8][CH:9]=[C:10]([C:12]([OH:14])=O)[CH:11]=[C:6]2[NH:5][CH:4]=1.Cl.[C:16]([N:20]1[CH:33]=[C:32]2[C:22]([C:23](=[O:34])[CH2:24][C:25]3([CH2:31]2)[CH2:30][CH2:29][NH:28][CH2:27][CH2:26]3)=[N:21]1)([CH3:19])([CH3:18])[CH3:17].C(N(CC)CC)C.ON1C2C=CC=CC=2N=N1.Cl.CN(C)CCCN=C=NCC. (2) Given the product [CH3:1][O:2][CH2:3][C:4]1[CH:5]=[CH:6][C:7]([NH:11][S:20]([C:16]2[CH:17]=[CH:18][CH:19]=[C:14]([C:13]([F:12])([F:24])[F:25])[CH:15]=2)(=[O:22])=[O:21])=[N:8][C:9]=1[CH3:10], predict the reactants needed to synthesize it. The reactants are: [CH3:1][O:2][CH2:3][C:4]1[CH:5]=[CH:6][C:7]([NH2:11])=[N:8][C:9]=1[CH3:10].[F:12][C:13]([F:25])([F:24])[C:14]1[CH:15]=[C:16]([S:20](Cl)(=[O:22])=[O:21])[CH:17]=[CH:18][CH:19]=1. (3) Given the product [C:1]([N:8]1[CH2:15][CH:14]([O:16][C:23]2[C:32]3[C:27](=[CH:28][C:29]([O:20][CH3:18])=[CH:30][CH:31]=3)[CH:26]=[C:25]([CH3:33])[N:24]=2)[CH2:13][CH:9]1[C:10]([OH:12])=[O:11])([O:3][C:4]([CH3:7])([CH3:6])[CH3:5])=[O:2], predict the reactants needed to synthesize it. The reactants are: [C:1]([N:8]1[CH2:15][CH:14]([OH:16])[CH2:13][C@H:9]1[C:10]([OH:12])=[O:11])([O:3][C:4]([CH3:7])([CH3:6])[CH3:5])=[O:2].C[C:18](C)([O-:20])C.[K+].[CH:23]1[C:32]2[C:27](=[CH:28][CH:29]=[CH:30][CH:31]=2)[CH:26]=[CH:25][N:24]=1.[C:33](O)(=O)CC(CC(O)=O)(C(O)=O)O. (4) The reactants are: [CH2:1]([O:8][C:9]1[CH:16]=[CH:15][C:12]([CH:13]=O)=[C:11](F)[CH:10]=1)[C:2]1[CH:7]=[CH:6][CH:5]=[CH:4][CH:3]=1.[CH3:18][O:19][C:20](=[O:23])[CH2:21][SH:22].CCN(CC)CC.O. Given the product [CH3:18][O:19][C:20]([C:21]1[S:22][C:11]2[CH:10]=[C:9]([O:8][CH2:1][C:2]3[CH:7]=[CH:6][CH:5]=[CH:4][CH:3]=3)[CH:16]=[CH:15][C:12]=2[CH:13]=1)=[O:23], predict the reactants needed to synthesize it. (5) Given the product [CH2:1]([O:8][C:9](=[O:32])[NH:10][C:11]1([CH2:15][O:16][C:17]2[CH:18]=[CH:19][C:20]([C:34]3[CH:35]=[CH:36][C:37]4[N:38]([C:40]([C:44]5[CH:49]=[N:48][C:47]([NH2:50])=[C:46]([C:51]([F:53])([F:52])[F:54])[CH:45]=5)=[C:41]([CH3:43])[N:42]=4)[N:39]=3)=[CH:21][CH:22]=2)[CH2:12][O:13][CH2:14]1)[C:2]1[CH:3]=[CH:4][CH:5]=[CH:6][CH:7]=1, predict the reactants needed to synthesize it. The reactants are: [CH2:1]([O:8][C:9](=[O:32])[NH:10][C:11]1([CH2:15][O:16][C:17]2[CH:22]=[CH:21][C:20](B3OC(C)(C)C(C)(C)O3)=[CH:19][CH:18]=2)[CH2:14][O:13][CH2:12]1)[C:2]1[CH:7]=[CH:6][CH:5]=[CH:4][CH:3]=1.Cl[C:34]1[CH:35]=[CH:36][C:37]2[N:38]([C:40]([C:44]3[CH:45]=[C:46]([C:51]([F:54])([F:53])[F:52])[C:47]([NH2:50])=[N:48][CH:49]=3)=[C:41]([CH3:43])[N:42]=2)[N:39]=1.C(=O)([O-])[O-].[K+].[K+].C(O)C. (6) Given the product [CH3:19][O:18][C:14]([C:15]1[S:16][C:6]([C:7]([F:8])([F:9])[F:10])=[CH:5][C:4]=1[OH:13])=[O:17], predict the reactants needed to synthesize it. The reactants are: C(O[C:4](=[O:13])[CH:5]=[C:6](OC)[C:7]([F:10])([F:9])[F:8])C.[C:14]([O:18][CH3:19])(=[O:17])[CH2:15][SH:16].[OH-].[K+].OS(O)(=O)=O. (7) Given the product [NH2:6][C:7]1[N:12]=[CH:11][C:25]([C:24]([O:27][CH3:28])=[O:26])=[CH:9][C:8]=1[C:15]([F:18])([F:17])[F:16], predict the reactants needed to synthesize it. The reactants are: S(=O)(=O)(O)O.[NH2:6][C:7]1[N:12]=[CH:11]C(C#N)=[CH:9][C:8]=1[C:15]([F:18])([F:17])[F:16].C(=O)(O)[O-].[Na+].[C:24]([O:27][CH2:28]C)(=[O:26])[CH3:25].